This data is from Reaction yield outcomes from USPTO patents with 853,638 reactions. The task is: Predict the reaction yield, written as a fraction of the theoretical maximum amount of product (1.0 means a 100% yield; for example, 0.34 means a 34% yield). The reactants are [C:1]([O:5][C:6]([N:8]1[CH2:13][CH2:12][O:11][CH2:10][CH:9]1[C:14](=[NH:17])[NH:15][OH:16])=[O:7])([CH3:4])([CH3:3])[CH3:2].[Cl:18][C:19]1[CH:20]=[C:21]([CH:25]=[CH:26][CH:27]=1)[C:22](O)=O.C1C=CC2N(O)N=NC=2C=1.CCN=C=NCCCN(C)C. The catalyst is CN(C)C=O.ClCCl. The product is [C:1]([O:5][C:6]([N:8]1[CH2:13][CH2:12][O:11][CH2:10][CH:9]1[C:14]1[N:17]=[C:22]([C:21]2[CH:25]=[CH:26][CH:27]=[C:19]([Cl:18])[CH:20]=2)[O:16][N:15]=1)=[O:7])([CH3:4])([CH3:2])[CH3:3]. The yield is 0.670.